This data is from Reaction yield outcomes from USPTO patents with 853,638 reactions. The task is: Predict the reaction yield, written as a fraction of the theoretical maximum amount of product (1.0 means a 100% yield; for example, 0.34 means a 34% yield). (1) The reactants are [CH:1]([C:4]1[CH:5]=[C:6]([C:10]2[CH:18]=[C:17]3[C:13]([CH2:14][C:15](=[O:19])[NH:16]3)=[CH:12][CH:11]=2)[CH:7]=[CH:8][CH:9]=1)([CH3:3])[CH3:2].[N:20]1([CH2:25][CH2:26][NH:27][C:28]([C:30]2[C:34]([CH3:35])=[C:33]([CH:36]=O)[NH:32][C:31]=2[CH3:38])=[O:29])[CH2:24][CH2:23][CH2:22][CH2:21]1. No catalyst specified. The product is [N:20]1([CH2:25][CH2:26][NH:27][C:28]([C:30]2[C:34]([CH3:35])=[C:33]([CH:36]=[C:14]3[C:13]4[C:17](=[CH:18][C:10]([C:6]5[CH:7]=[CH:8][CH:9]=[C:4]([CH:1]([CH3:3])[CH3:2])[CH:5]=5)=[CH:11][CH:12]=4)[NH:16][C:15]3=[O:19])[NH:32][C:31]=2[CH3:38])=[O:29])[CH2:24][CH2:23][CH2:22][CH2:21]1. The yield is 0.630. (2) The reactants are [C:1]([O:8]CC)(=O)[C:2]([O:4][CH2:5][CH3:6])=[O:3].O.[NH2:12][NH2:13]. The catalyst is C(O)C. The product is [NH:12]([C:1](=[O:8])[C:2]([O:4][CH2:5][CH3:6])=[O:3])[NH2:13]. The yield is 0.800. (3) The yield is 0.600. The product is [SH:10][C:9]1[N:8]([C:11]2[C:20]3[C:15](=[CH:16][CH:17]=[CH:18][CH:19]=3)[C:14]([C:21]#[N:22])=[CH:13][CH:12]=2)[CH:3]=[CH:4][N:5]=1. The catalyst is O1CCOCC1. The reactants are CO[CH:3](OC)[CH2:4][NH2:5].[N:8]([C:11]1[C:20]2[C:15](=[CH:16][CH:17]=[CH:18][CH:19]=2)[C:14]([C:21]#[N:22])=[CH:13][CH:12]=1)=[C:9]=[S:10].Cl.